This data is from NCI-60 drug combinations with 297,098 pairs across 59 cell lines. The task is: Regression. Given two drug SMILES strings and cell line genomic features, predict the synergy score measuring deviation from expected non-interaction effect. (1) Drug 1: COC1=C2C(=CC3=C1OC=C3)C=CC(=O)O2. Drug 2: C1CNP(=O)(OC1)N(CCCl)CCCl. Cell line: U251. Synergy scores: CSS=-0.551, Synergy_ZIP=1.59, Synergy_Bliss=4.13, Synergy_Loewe=-0.718, Synergy_HSA=-1.15. (2) Drug 1: CN1CCC(CC1)COC2=C(C=C3C(=C2)N=CN=C3NC4=C(C=C(C=C4)Br)F)OC. Drug 2: CN1C(=O)N2C=NC(=C2N=N1)C(=O)N. Cell line: T-47D. Synergy scores: CSS=1.48, Synergy_ZIP=0.254, Synergy_Bliss=3.76, Synergy_Loewe=-6.74, Synergy_HSA=-0.419.